This data is from Full USPTO retrosynthesis dataset with 1.9M reactions from patents (1976-2016). The task is: Predict the reactants needed to synthesize the given product. (1) Given the product [CH2:37]([N:1]1[CH:5]=[C:4]([C:10]2[N:15]=[CH:14][C:13]([NH:16][C:17]([N:19]3[CH2:27][C:26]4[C:21](=[CH:22][CH:23]=[CH:24][CH:25]=4)[CH2:20]3)=[O:18])=[CH:12][CH:11]=2)[CH:3]=[N:2]1)[CH2:29][CH3:30], predict the reactants needed to synthesize it. The reactants are: [NH:1]1[CH:5]=[CH:4][C:3](B(O)O)=[N:2]1.Cl[C:10]1[N:15]=[CH:14][C:13]([NH:16][C:17]([N:19]2[CH2:27][C:26]3[C:21](=[CH:22][CH:23]=[CH:24][CH:25]=3)[CH2:20]2)=[O:18])=[CH:12][CH:11]=1.Br[C:29]1[CH:30]=C2C(=C[CH:37]=1)CN(C(NC1C=CC(C(=O)NCCC)=CC=1)=O)C2. (2) Given the product [NH:8]1[CH2:13][CH2:12][NH:11][CH2:10][CH:9]1[C:21]([O:23][CH2:24][CH3:25])=[O:22], predict the reactants needed to synthesize it. The reactants are: C([N:8]1[CH2:13][CH2:12][N:11](CC2C=CC=CC=2)[CH2:10][CH:9]1[C:21]([O:23][CH2:24][CH3:25])=[O:22])C1C=CC=CC=1.